Dataset: Reaction yield outcomes from USPTO patents with 853,638 reactions. Task: Predict the reaction yield, written as a fraction of the theoretical maximum amount of product (1.0 means a 100% yield; for example, 0.34 means a 34% yield). The reactants are C(O[C:5](=[O:7])[CH3:6])(=O)C.C(N(CC)CC)C.[CH3:15][C:16]1[C:20]([I:21])=[C:19]([CH3:22])[NH:18][N:17]=1. The catalyst is C(Cl)Cl. The product is [I:21][C:20]1[C:16]([CH3:15])=[N:17][N:18]([C:5](=[O:7])[CH3:6])[C:19]=1[CH3:22]. The yield is 0.850.